This data is from Reaction yield outcomes from USPTO patents with 853,638 reactions. The task is: Predict the reaction yield, written as a fraction of the theoretical maximum amount of product (1.0 means a 100% yield; for example, 0.34 means a 34% yield). (1) The reactants are [F:1][C:2]1[CH:15]=[CH:14][C:13]([F:16])=[CH:12][C:3]=1[O:4][C:5]1[CH:11]=[CH:10][C:8](N)=[CH:7][CH:6]=1.Cl.N([O-])=O.[Na+].[Na+].[I-:23]. The catalyst is O. The product is [F:1][C:2]1[CH:15]=[CH:14][C:13]([F:16])=[CH:12][C:3]=1[O:4][C:5]1[CH:11]=[CH:10][C:8]([I:23])=[CH:7][CH:6]=1. The yield is 0.780. (2) The reactants are [Cl:1][C:2]1[CH:7]=[CH:6][CH:5]=[C:4]([Cl:8])[C:3]=1[CH2:9][OH:10].O[C:12]1[CH:17]=[CH:16][C:15]2[C:18]3([CH2:33][O:34][C:14]=2[CH:13]=1)[CH2:23][CH2:22][N:21]([CH2:24][CH2:25][C:26]([O:28][C:29]([CH3:32])([CH3:31])[CH3:30])=[O:27])[CH2:20][CH2:19]3.C1(P(C2C=CC=CC=2)C2C=CC=CC=2)C=CC=CC=1.CC(OC(/N=N/C(OC(C)C)=O)=O)C.Cl.C(O)C. The catalyst is ClCCl.CCOCC. The product is [Cl:1][C:2]1[CH:7]=[CH:6][CH:5]=[C:4]([Cl:8])[C:3]=1[CH2:9][O:10][C:12]1[CH:17]=[CH:16][C:15]2[C:18]3([CH2:33][O:34][C:14]=2[CH:13]=1)[CH2:23][CH2:22][N:21]([CH2:24][CH2:25][C:26]([O:28][C:29]([CH3:30])([CH3:31])[CH3:32])=[O:27])[CH2:20][CH2:19]3. The yield is 0.750.